This data is from NCI-60 drug combinations with 297,098 pairs across 59 cell lines. The task is: Regression. Given two drug SMILES strings and cell line genomic features, predict the synergy score measuring deviation from expected non-interaction effect. (1) Drug 1: CC1=C(C(CCC1)(C)C)C=CC(=CC=CC(=CC(=O)O)C)C. Drug 2: CC1=C2C(C(=O)C3(C(CC4C(C3C(C(C2(C)C)(CC1OC(=O)C(C(C5=CC=CC=C5)NC(=O)C6=CC=CC=C6)O)O)OC(=O)C7=CC=CC=C7)(CO4)OC(=O)C)O)C)OC(=O)C. Cell line: UO-31. Synergy scores: CSS=5.83, Synergy_ZIP=2.80, Synergy_Bliss=5.28, Synergy_Loewe=-4.85, Synergy_HSA=3.16. (2) Synergy scores: CSS=-2.46, Synergy_ZIP=0.481, Synergy_Bliss=-1.15, Synergy_Loewe=-2.22, Synergy_HSA=-2.40. Drug 1: CCCCCOC(=O)NC1=NC(=O)N(C=C1F)C2C(C(C(O2)C)O)O. Drug 2: C1=CC=C(C(=C1)C(C2=CC=C(C=C2)Cl)C(Cl)Cl)Cl. Cell line: IGROV1.